From a dataset of Forward reaction prediction with 1.9M reactions from USPTO patents (1976-2016). Predict the product of the given reaction. (1) Given the reactants Br[C:2]1[N:3]=[C:4]([C:7]2[CH:12]=[CH:11][C:10]([O:13]C)=[C:9]([F:15])[CH:8]=2)[S:5][CH:6]=1.C[O:17][C:18]([C:20]1[CH:21]=[C:22](B(O)O)[CH:23]=[CH:24][CH:25]=1)=[O:19].C([O-])(O)=O.[Na+], predict the reaction product. The product is: [F:15][C:9]1[CH:8]=[C:7]([C:4]2[S:5][CH:6]=[C:2]([C:24]3[CH:25]=[C:20]([CH:21]=[CH:22][CH:23]=3)[C:18]([OH:19])=[O:17])[N:3]=2)[CH:12]=[CH:11][C:10]=1[OH:13]. (2) The product is: [CH3:12][C@@H:2]1[CH2:3][C:4]2[CH:9]=[C:8]([CH3:10])[CH:7]=[CH:6][C:5]=2[O:11]1. Given the reactants O[C@@H:2]([CH3:12])[CH2:3][C:4]1[CH:9]=[C:8]([CH3:10])[CH:7]=[CH:6][C:5]=1[OH:11].C1(P(C2C=CC=CC=2)C2C=CC=CC=2)C=CC=CC=1.CC(OC(/N=N/C(OC(C)C)=O)=O)C, predict the reaction product. (3) Given the reactants [Si]([O:8][C:9]1[CH:28]=[CH:27][C:12]([CH2:13]/[C:14](=[C:19](\[CH:24]([CH3:26])[CH3:25])/[C:20]([O:22][CH3:23])=[O:21])/[C:15]([O:17][CH3:18])=[O:16])=[CH:11][CH:10]=1)(C(C)(C)C)(C)C.[F-].C([N+](CCCC)(CCCC)CCCC)CCC.O1CCCC1.CCCCCC.C(OCC)(=O)C, predict the reaction product. The product is: [CH3:18][O:17][C:15](=[O:16])/[C:14](/[CH2:13][C:12]1[CH:11]=[CH:10][C:9]([OH:8])=[CH:28][CH:27]=1)=[C:19](/[CH:24]([CH3:25])[CH3:26])\[C:20]([O:22][CH3:23])=[O:21]. (4) Given the reactants C(OC([N:8]1[CH2:37][CH2:36][C:11]2[N:12]([CH3:35])[C:13]3[CH:14]=[C:15]([N:19]4[CH:24]=[CH:23][C:22]([O:25][CH2:26][C:27]5[CH:32]=[CH:31][C:30]([Cl:33])=[CH:29][CH:28]=5)=[CH:21][C:20]4=[O:34])[CH:16]=[CH:17][C:18]=3[C:10]=2[CH2:9]1)=O)(C)(C)C.[ClH:38], predict the reaction product. The product is: [ClH:33].[ClH:38].[Cl:33][C:30]1[CH:29]=[CH:28][C:27]([CH2:26][O:25][C:22]2[CH:23]=[CH:24][N:19]([C:15]3[CH:16]=[CH:17][C:18]4[C:10]5[CH2:9][NH:8][CH2:37][CH2:36][C:11]=5[N:12]([CH3:35])[C:13]=4[CH:14]=3)[C:20](=[O:34])[CH:21]=2)=[CH:32][CH:31]=1. (5) The product is: [N:25]([C@@H:6]([C:16]1[CH:21]=[CH:20][C:19]([CH:22]([F:24])[F:23])=[N:18][CH:17]=1)[CH2:7][O:8][Si:9]([C:12]([CH3:15])([CH3:14])[CH3:13])([CH3:11])[CH3:10])=[N+:26]=[N-:27]. Given the reactants CS(O[C@H:6]([C:16]1[CH:17]=[N:18][C:19]([CH:22]([F:24])[F:23])=[CH:20][CH:21]=1)[CH2:7][O:8][Si:9]([C:12]([CH3:15])([CH3:14])[CH3:13])([CH3:11])[CH3:10])(=O)=O.[N-:25]=[N+:26]=[N-:27].[Na+], predict the reaction product. (6) Given the reactants [C:1]1([C:7]#[N:8])[CH2:6][CH2:5][CH2:4][CH2:3][CH:2]=1.[CH2:9]([SH:17])[CH2:10][C:11]1[CH:16]=[CH:15][CH:14]=[CH:13][CH:12]=1, predict the reaction product. The product is: [CH2:9]([S:17][C@@H:2]1[CH2:3][CH2:4][CH2:5][CH2:6][C@H:1]1[C:7]#[N:8])[CH2:10][C:11]1[CH:16]=[CH:15][CH:14]=[CH:13][CH:12]=1. (7) Given the reactants Cl.[Cl:2][C:3]1[C:4]([F:22])=[C:5]([CH:19]=[CH:20][CH:21]=1)[CH2:6][NH:7][C:8]([C@@H:10]1[CH2:18][C:17]2[C:12](=[CH:13][CH:14]=[CH:15][CH:16]=2)[NH:11]1)=[O:9].CCN(CC)CC.[N:30]([C:33]1[C:41]2[C:36](=[CH:37][CH:38]=[CH:39][CH:40]=2)[N:35]([C:42]([NH2:44])=[O:43])[CH:34]=1)=[C:31]=[O:32], predict the reaction product. The product is: [C:42]([N:35]1[C:36]2[C:41](=[CH:40][CH:39]=[CH:38][CH:37]=2)[C:33]([NH:30][C:31]([N:11]2[C:12]3[C:17](=[CH:16][CH:15]=[CH:14][CH:13]=3)[CH2:18][C@H:10]2[C:8]([NH:7][CH2:6][C:5]2[CH:19]=[CH:20][CH:21]=[C:3]([Cl:2])[C:4]=2[F:22])=[O:9])=[O:32])=[CH:34]1)(=[O:43])[NH2:44].